Dataset: Peptide-MHC class I binding affinity with 185,985 pairs from IEDB/IMGT. Task: Regression. Given a peptide amino acid sequence and an MHC pseudo amino acid sequence, predict their binding affinity value. This is MHC class I binding data. (1) The peptide sequence is CTINVNSLA. The MHC is HLA-A02:01 with pseudo-sequence HLA-A02:01. The binding affinity (normalized) is 0.358. (2) The peptide sequence is DLKRIGASL. The MHC is HLA-B27:05 with pseudo-sequence HLA-B27:05. The binding affinity (normalized) is 0.0847. (3) The peptide sequence is TVLDVGDAY. The MHC is HLA-B53:01 with pseudo-sequence HLA-B53:01. The binding affinity (normalized) is 0.236. (4) The peptide sequence is FLFEMLKGV. The MHC is HLA-A02:01 with pseudo-sequence HLA-A02:01. The binding affinity (normalized) is 0.851. (5) The peptide sequence is DRKLARNSL. The MHC is HLA-B14:01 with pseudo-sequence HLA-B14:02. The binding affinity (normalized) is 0.0593. (6) The peptide sequence is EVVDMLSTY. The MHC is HLA-A24:03 with pseudo-sequence HLA-A24:03. The binding affinity (normalized) is 0.0847. (7) The peptide sequence is MVDESMMMS. The MHC is HLA-A26:01 with pseudo-sequence HLA-A26:01. The binding affinity (normalized) is 0.0847.